This data is from Catalyst prediction with 721,799 reactions and 888 catalyst types from USPTO. The task is: Predict which catalyst facilitates the given reaction. Reactant: [OH:1][C:2]1[CH:9]=[CH:8][C:5]([CH:6]=[O:7])=[CH:4][CH:3]=1.[CH:10]1([CH:16](O)[CH3:17])[CH2:15][CH2:14][CH2:13][CH2:12][CH2:11]1.N(C(OC(C)(C)C)=O)=NC(OC(C)(C)C)=O.C1(P(C2C=CC=CC=2)C2C=CC=CC=2)C=CC=CC=1. Product: [CH:10]1([CH:16]([O:1][C:2]2[CH:9]=[CH:8][C:5]([CH:6]=[O:7])=[CH:4][CH:3]=2)[CH3:17])[CH2:15][CH2:14][CH2:13][CH2:12][CH2:11]1. The catalyst class is: 20.